From a dataset of Peptide-MHC class II binding affinity with 134,281 pairs from IEDB. Regression. Given a peptide amino acid sequence and an MHC pseudo amino acid sequence, predict their binding affinity value. This is MHC class II binding data. (1) The peptide sequence is AGLGLRSAISSGLGS. The MHC is DRB1_0405 with pseudo-sequence DRB1_0405. The binding affinity (normalized) is 0.556. (2) The peptide sequence is INEPTHAAIAYGLDR. The MHC is HLA-DQA10401-DQB10402 with pseudo-sequence HLA-DQA10401-DQB10402. The binding affinity (normalized) is 0.538. (3) The peptide sequence is PLVWHLERAETAATA. The MHC is DRB1_1101 with pseudo-sequence DRB1_1101. The binding affinity (normalized) is 0.455. (4) The MHC is HLA-DQA10201-DQB10202 with pseudo-sequence HLA-DQA10201-DQB10202. The peptide sequence is FDHEFTFGWDELLSK. The binding affinity (normalized) is 0.297. (5) The peptide sequence is LLAAADELVGGPPVE. The MHC is DRB3_0101 with pseudo-sequence DRB3_0101. The binding affinity (normalized) is 0.123. (6) The peptide sequence is PDPTKLILQLLKDFL. The MHC is DRB1_0101 with pseudo-sequence DRB1_0101. The binding affinity (normalized) is 0.560. (7) The peptide sequence is GITIKKTGQALVVGI. The MHC is DRB1_0802 with pseudo-sequence DRB1_0802. The binding affinity (normalized) is 0.472.